This data is from Reaction yield outcomes from USPTO patents with 853,638 reactions. The task is: Predict the reaction yield, written as a fraction of the theoretical maximum amount of product (1.0 means a 100% yield; for example, 0.34 means a 34% yield). The catalyst is CO.CCCCCC. The product is [O:29]=[C:27]1[C:22]2[C:21](=[CH:26][CH:25]=[CH:24][CH:23]=2)[O:1][C:2]2([CH2:3][CH2:4][N:5]([C:8]([O:10][C:11]([CH3:14])([CH3:13])[CH3:12])=[O:9])[CH2:6][CH2:7]2)[CH2:28]1. The yield is 0.700. The reactants are [O:1]=[C:2]1[CH2:7][CH2:6][N:5]([C:8]([O:10][C:11]([CH3:14])([CH3:13])[CH3:12])=[O:9])[CH2:4][CH2:3]1.N1CCCC1.O[C:21]1[CH:26]=[CH:25][CH:24]=[CH:23][C:22]=1[C:27](=[O:29])[CH3:28].